Dataset: Forward reaction prediction with 1.9M reactions from USPTO patents (1976-2016). Task: Predict the product of the given reaction. (1) Given the reactants [CH2:1]([C:3]1[CH:4]=[C:5](/[CH:9]=[CH:10]/[C:11]([NH2:13])=[O:12])[CH:6]=[CH:7][CH:8]=1)[CH3:2], predict the reaction product. The product is: [CH2:1]([C:3]1[CH:4]=[C:5]([CH2:9][CH2:10][C:11]([NH2:13])=[O:12])[CH:6]=[CH:7][CH:8]=1)[CH3:2]. (2) Given the reactants Br[CH:2]([C:23]1[CH:28]=[CH:27][CH:26]=[CH:25][CH:24]=1)[C:3]([C:5]1[CH:10]=[CH:9][C:8]([C:11]2([NH:15][C:16](=[O:22])[O:17][C:18]([CH3:21])([CH3:20])[CH3:19])[CH2:14][CH2:13][CH2:12]2)=[CH:7][CH:6]=1)=O.[NH2:29][C:30]1[N:31]=[CH:32][C:33]([C:38]([O:40][CH3:41])=[O:39])=[N:34][C:35]=1[O:36][CH3:37].O, predict the reaction product. The product is: [C:18]([O:17][C:16]([NH:15][C:11]1([C:8]2[CH:9]=[CH:10][C:5]([C:3]3[N:29]=[C:30]4[C:35]([O:36][CH3:37])=[N:34][C:33]([C:38]([O:40][CH3:41])=[O:39])=[CH:32][N:31]4[C:2]=3[C:23]3[CH:24]=[CH:25][CH:26]=[CH:27][CH:28]=3)=[CH:6][CH:7]=2)[CH2:14][CH2:13][CH2:12]1)=[O:22])([CH3:21])([CH3:19])[CH3:20]. (3) The product is: [CH:1]([NH:4][CH2:5][CH2:6][NH:7][C:8](=[O:9])[O:10][C:11]([CH3:14])([CH3:13])[CH3:12])([CH3:3])[CH3:2]. Given the reactants [CH:1]([NH:4][CH2:5][CH2:6][NH2:7])([CH3:3])[CH3:2].[C:8](O[C:8]([O:10][C:11]([CH3:14])([CH3:13])[CH3:12])=[O:9])([O:10][C:11]([CH3:14])([CH3:13])[CH3:12])=[O:9].C(N(CC)CC)C, predict the reaction product.